This data is from Reaction yield outcomes from USPTO patents with 853,638 reactions. The task is: Predict the reaction yield, written as a fraction of the theoretical maximum amount of product (1.0 means a 100% yield; for example, 0.34 means a 34% yield). (1) The reactants are [C:1]1(=[O:7])O[C:4](=O)[CH2:3][CH2:2]1.N[C:9]1N=C[CH:12]=[CH:11][N:10]=1.CC(C)=[O:17]. The catalyst is C1(C)C=CC=CC=1. The product is [CH3:12][C:11]1[N:10]([CH3:9])[CH:4]=[CH:3][C:2](=[O:17])[C:1]=1[OH:7]. The yield is 0.320. (2) No catalyst specified. The product is [CH:13]1([C:16]2[N:17]=[C:18]([C:21]([Cl:23])=[O:22])[S:19][CH:20]=2)[CH2:15][CH2:14]1. The yield is 1.00. The reactants are C1(C2N=C(C([O-])=O)SC=2)CC1.[Li+].[CH:13]([C:16]1[N:17]=[C:18]([C:21]([Cl:23])=[O:22])[S:19][CH:20]=1)([CH3:15])[CH3:14]. (3) The reactants are [C:1](=[O:17])([O:15][CH3:16])[O:2][C:3]1[CH:8]=[CH:7][C:6]([Cl:9])=[CH:5][C:4]=1[CH:10]1[CH2:14][CH2:13][CH2:12][CH2:11]1.OS(O)(=O)=O.[N+:23]([O-])([O-:25])=[O:24].[K+]. No catalyst specified. The product is [C:1](=[O:17])([O:15][CH3:16])[O:2][C:3]1[CH:8]=[C:7]([N+:23]([O-:25])=[O:24])[C:6]([Cl:9])=[CH:5][C:4]=1[CH:10]1[CH2:14][CH2:13][CH2:12][CH2:11]1. The yield is 0.870. (4) The reactants are [C:1]([C:3]1[N:8]=[C:7]([C:9]2[S:13][C:12]([N:14]3[CH2:19][CH2:18][O:17][CH2:16][CH2:15]3)=[N:11][C:10]=2[C:20]2[C:21]([F:38])=[C:22]([NH:26][S:27]([C:30]3[CH:35]=[C:34]([F:36])[CH:33]=[CH:32][C:31]=3[F:37])(=[O:29])=[O:28])[CH:23]=[CH:24][CH:25]=2)[CH:6]=[CH:5][N:4]=1)#[N:2]. The yield is 0.730. The catalyst is ClCCl. The product is [NH2:2][CH2:1][C:3]1[N:8]=[C:7]([C:9]2[S:13][C:12]([N:14]3[CH2:19][CH2:18][O:17][CH2:16][CH2:15]3)=[N:11][C:10]=2[C:20]2[C:21]([F:38])=[C:22]([NH:26][S:27]([C:30]3[CH:35]=[C:34]([F:36])[CH:33]=[CH:32][C:31]=3[F:37])(=[O:28])=[O:29])[CH:23]=[CH:24][CH:25]=2)[CH:6]=[CH:5][N:4]=1. (5) The reactants are [Br:1][C:2]1[CH:7]=[CH:6][C:5]([OH:8])=[C:4]([C:9]2[NH:10][CH:11]=[CH:12][N:13]=2)[CH:3]=1.Br[CH2:15][CH2:16]Br.C(=O)([O-])[O-].[K+].[K+].C([O-])([O-])=O.[Cs+].[Cs+]. The catalyst is CN(C)C=O. The product is [Br:1][C:2]1[CH:7]=[CH:6][C:5]2[O:8][CH2:16][CH2:15][N:10]3[C:9](=[N:13][CH:12]=[CH:11]3)[C:4]=2[CH:3]=1. The yield is 0.380.